From a dataset of Forward reaction prediction with 1.9M reactions from USPTO patents (1976-2016). Predict the product of the given reaction. (1) Given the reactants [CH3:1][C:2]1[CH:11]=[C:10]([CH3:12])[CH:9]=[CH:8][C:3]=1[NH:4][C:5](=[O:7])[CH3:6].P(Cl)(Cl)(Cl)=O.[C:18]([O-:21])([O-])=O.[Na+].[Na+].[CH3:24]N(C=O)C, predict the reaction product. The product is: [CH3:12][C:10]1[CH:11]=[C:2]2[C:3](=[C:8]([CH3:24])[CH:9]=1)[NH:4][C:5](=[O:7])[C:6]([CH:18]=[O:21])=[CH:1]2. (2) Given the reactants [CH3:1][O:2][CH2:3][C:4]1[CH:9]=[C:8]([C:10]([F:13])([F:12])[F:11])[CH:7]=[C:6]([N+:14]([O-])=O)[CH:5]=1, predict the reaction product. The product is: [CH3:1][O:2][CH2:3][C:4]1[CH:5]=[C:6]([CH:7]=[C:8]([C:10]([F:11])([F:12])[F:13])[CH:9]=1)[NH2:14]. (3) Given the reactants [C:1]([C:6]1[CH:15]=[CH:14][C:9]([C:10]([O:12]C)=[O:11])=[CH:8][CH:7]=1)(=[O:5])[CH2:2][CH2:3][CH3:4].[OH-].[Na+], predict the reaction product. The product is: [C:1]([C:6]1[CH:15]=[CH:14][C:9]([C:10]([OH:12])=[O:11])=[CH:8][CH:7]=1)(=[O:5])[CH2:2][CH2:3][CH3:4].